From a dataset of Forward reaction prediction with 1.9M reactions from USPTO patents (1976-2016). Predict the product of the given reaction. Given the reactants [NH2:1][C:2]1([C:5]2[CH:12]=[CH:11][C:8]([C:9]#[N:10])=[CH:7][CH:6]=2)[CH2:4][CH2:3]1.[C:13](O[C:13]([O:15][C:16]([CH3:19])([CH3:18])[CH3:17])=[O:14])([O:15][C:16]([CH3:19])([CH3:18])[CH3:17])=[O:14].O, predict the reaction product. The product is: [C:9]([C:8]1[CH:11]=[CH:12][C:5]([C:2]2([NH:1][C:13](=[O:14])[O:15][C:16]([CH3:19])([CH3:18])[CH3:17])[CH2:4][CH2:3]2)=[CH:6][CH:7]=1)#[N:10].